Dataset: Full USPTO retrosynthesis dataset with 1.9M reactions from patents (1976-2016). Task: Predict the reactants needed to synthesize the given product. The reactants are: [Cl:1][C:2]1[CH:3]=[C:4]([C@:8]([C@@H:16]2[CH2:21][CH2:20][CH2:19][N:18](C(OC(C)(C)C)=O)[CH2:17]2)([OH:15])[CH2:9][O:10][CH2:11][CH2:12][O:13][CH3:14])[CH:5]=[CH:6][CH:7]=1. Given the product [Cl:1][C:2]1[CH:3]=[C:4]([C@:8]([C@@H:16]2[CH2:21][CH2:20][CH2:19][NH:18][CH2:17]2)([OH:15])[CH2:9][O:10][CH2:11][CH2:12][O:13][CH3:14])[CH:5]=[CH:6][CH:7]=1, predict the reactants needed to synthesize it.